Dataset: Reaction yield outcomes from USPTO patents with 853,638 reactions. Task: Predict the reaction yield, written as a fraction of the theoretical maximum amount of product (1.0 means a 100% yield; for example, 0.34 means a 34% yield). (1) The reactants are NN.[F:3][C:4]1[CH:23]=[CH:22][C:7]([O:8][CH2:9][CH2:10][N:11]2C(=O)C3C(=CC=CC=3)C2=O)=[CH:6][CH:5]=1. The catalyst is CO. The product is [F:3][C:4]1[CH:23]=[CH:22][C:7]([O:8][CH2:9][CH2:10][NH2:11])=[CH:6][CH:5]=1. The yield is 0.700. (2) The reactants are [CH3:1][C@H:2]1[C:10]2[C:9](O)=[N:8][CH:7]=[N:6][C:5]=2[CH2:4][CH2:3]1.O=P(Cl)(Cl)[Cl:14]. No catalyst specified. The product is [Cl:14][C:9]1[C:10]2[C@H:2]([CH3:1])[CH2:3][CH2:4][C:5]=2[N:6]=[CH:7][N:8]=1. The yield is 0.490. (3) The reactants are [C:1]1([S:7]([NH:10][CH2:11][CH2:12][N:13]2[C:21]3[CH:20]=[CH:19][CH:18]=[CH:17][C:16]=3[C:15]3[CH2:22][CH2:23][N:24](C(OC(C)(C)C)=O)[CH2:25][CH2:26][C:14]2=3)(=[O:9])=[O:8])[CH:6]=[CH:5][CH:4]=[CH:3][CH:2]=1.C(C(O)=O)(F)(F)F.C(Cl)[Cl:42]. No catalyst specified. The product is [ClH:42].[CH2:22]1[C:15]2[C:16]3[CH:17]=[CH:18][CH:19]=[CH:20][C:21]=3[N:13]([CH2:12][CH2:11][NH:10][S:7]([C:1]3[CH:6]=[CH:5][CH:4]=[CH:3][CH:2]=3)(=[O:8])=[O:9])[C:14]=2[CH2:26][CH2:25][NH:24][CH2:23]1. The yield is 0.900. (4) The reactants are [CH:1]([O:4][C:5]1[CH:10]=[CH:9][C:8]([CH2:11][NH2:12])=[CH:7][CH:6]=1)([CH3:3])[CH3:2].F[C:14]1[CH:22]=[N:21][CH:20]=[CH:19][C:15]=1[C:16]([OH:18])=[O:17]. No catalyst specified. The product is [CH3:2][CH:1]([O:4][C:5]1[CH:6]=[CH:7][C:8]([CH2:11][NH:12][C:19]2[CH:20]=[N:21][CH:22]=[CH:14][C:15]=2[C:16]([OH:18])=[O:17])=[CH:9][CH:10]=1)[CH3:3]. The yield is 0.280. (5) The reactants are [CH3:1][CH:2]1[CH2:7][CH2:6][CH2:5][NH:4][CH2:3]1.Cl[CH2:9][C:10]1[CH:35]=[CH:34][C:13]([C:14]([NH:16][C:17]2[CH:18]=[CH:19][C:20]([O:23][C:24](=[O:33])[N:25]([CH3:32])[C:26]3[CH:31]=[CH:30][CH:29]=[CH:28][CH:27]=3)=[N:21][CH:22]=2)=[O:15])=[CH:12][CH:11]=1.[I-].[Na+].O. The catalyst is CN(C)C=O. The product is [CH3:1][CH:2]1[CH2:7][CH2:6][CH2:5][N:4]([CH2:9][C:10]2[CH:11]=[CH:12][C:13]([C:14]([NH:16][C:17]3[CH:18]=[CH:19][C:20]([O:23][C:24](=[O:33])[N:25]([CH3:32])[C:26]4[CH:31]=[CH:30][CH:29]=[CH:28][CH:27]=4)=[N:21][CH:22]=3)=[O:15])=[CH:34][CH:35]=2)[CH2:3]1. The yield is 0.640. (6) The reactants are [CH2:1]([O:3][C:4](=[O:17])[CH2:5][NH:6][C:7]1[CH:16]=[CH:15][CH:14]=[CH:13][C:8]=1[C:9](OC)=[O:10])[CH3:2].[Na]. The catalyst is C(O)C.O. The product is [OH:10][C:9]1[C:8]2[C:7](=[CH:16][CH:15]=[CH:14][CH:13]=2)[NH:6][C:5]=1[C:4]([O:3][CH2:1][CH3:2])=[O:17]. The yield is 0.367. (7) The catalyst is CO.N(C(C)(C)C#N)=NC(C)(C)C#N. The reactants are [C:1]([NH:6][CH2:7][CH2:8][CH2:9][CH2:10][CH2:11][CH2:12][CH2:13][CH2:14][CH2:15][CH2:16][C:17]([OH:19])=[O:18])(=[O:5])[C:2]([CH3:4])=[CH2:3].[CH3:20][Cl:21].[CH3:22][NH:23][N:24]([NH:32][CH3:33])[C:25](=[O:31])[C:26]([CH2:28][CH2:29][CH3:30])=[CH2:27].CC(C)=O. The product is [C:1]([NH:6][CH2:7][CH2:8][CH2:9][CH2:10][CH2:11][CH2:12][CH2:13][CH2:14][CH2:15][CH2:16][C:17]([OH:19])=[O:18])(=[O:5])[C:2]([CH3:4])=[CH2:3].[CH3:20][Cl:21].[CH3:22][NH:23][N:24]([NH:32][CH3:33])[C:25](=[O:31])[C:26]([CH2:28][CH2:29][CH3:30])=[CH2:27]. The yield is 0.480.